Predict which catalyst facilitates the given reaction. From a dataset of Catalyst prediction with 721,799 reactions and 888 catalyst types from USPTO. (1) Reactant: [I:1][C:2]1[CH:3]=[CH:4][C:5]2[N:6]([C:8]([CH3:16])=[C:9]([C:11](OCC)=[O:12])[N:10]=2)[CH:7]=1.[H-].C([Al+]CC(C)C)C(C)C. Product: [I:1][C:2]1[CH:3]=[CH:4][C:5]2[N:6]([C:8]([CH3:16])=[C:9]([CH:11]=[O:12])[N:10]=2)[CH:7]=1. The catalyst class is: 2. (2) Reactant: F[C:2]1[CH:3]=[C:4]([C:11]2[N:15]([CH3:16])[C:14]([CH3:17])=[N:13][CH:12]=2)[CH:5]=[C:6]([N+:8]([O-:10])=[O:9])[CH:7]=1.[CH3:18][O-:19].[Na+].O. Product: [CH3:18][O:19][C:2]1[CH:7]=[C:6]([N+:8]([O-:10])=[O:9])[CH:5]=[C:4]([C:11]2[N:15]([CH3:16])[C:14]([CH3:17])=[N:13][CH:12]=2)[CH:3]=1. The catalyst class is: 5.